Dataset: Full USPTO retrosynthesis dataset with 1.9M reactions from patents (1976-2016). Task: Predict the reactants needed to synthesize the given product. (1) The reactants are: [OH:1][C:2]1([CH2:9][NH:10][C:11]([C:13]2[C:14]3[CH:15]=[CH:16][C:17]([C:24]4[CH2:28][CH2:27][C:26](=[O:29])[CH:25]=4)=[N:18][C:19]=3[CH:20]=[CH:21][C:22]=2[Cl:23])=[O:12])[CH2:7][CH2:6][CH2:5][CH:4]([CH3:8])[CH2:3]1.C([SiH](CC)CC)C. Given the product [OH:1][C:2]1([CH2:9][NH:10][C:11]([C:13]2[C:14]3[CH:15]=[CH:16][C:17]([CH:24]4[CH2:28][CH2:27][C:26](=[O:29])[CH2:25]4)=[N:18][C:19]=3[CH:20]=[CH:21][C:22]=2[Cl:23])=[O:12])[CH2:7][CH2:6][CH2:5][CH:4]([CH3:8])[CH2:3]1, predict the reactants needed to synthesize it. (2) Given the product [C:13]([CH2:12][NH:11][C:9]([CH:8]([O:7][CH2:6][C:5]1[CH:19]=[CH:20][C:2]([C:37]2[CH:36]=[CH:35][C:34]([N:31]3[CH2:30][CH2:29][N:28]([C:26]([O:25][C:21]([CH3:24])([CH3:23])[CH3:22])=[O:27])[CH2:33][CH2:32]3)=[CH:39][CH:38]=2)=[CH:3][CH:4]=1)[CH2:15][CH:16]([CH3:18])[CH3:17])=[O:10])#[N:14], predict the reactants needed to synthesize it. The reactants are: Br[C:2]1[CH:20]=[CH:19][C:5]([CH2:6][O:7][CH:8]([CH2:15][CH:16]([CH3:18])[CH3:17])[C:9]([NH:11][CH2:12][C:13]#[N:14])=[O:10])=[CH:4][CH:3]=1.[C:21]([O:25][C:26]([N:28]1[CH2:33][CH2:32][N:31]([C:34]2[CH:39]=[CH:38][C:37](B(O)O)=[CH:36][CH:35]=2)[CH2:30][CH2:29]1)=[O:27])([CH3:24])([CH3:23])[CH3:22].C(=O)([O-])[O-].[Na+].[Na+].ClCCl. (3) The reactants are: [Cl:1][C:2]1[CH:29]=[CH:28][CH:27]=[CH:26][C:3]=1[C:4]([NH:6][C@H:7]1[C:15]2[C:10](=[CH:11][CH:12]=[C:13]([C:16]([N:18]([CH3:25])[CH:19]3[CH2:24][CH2:23][NH:22][CH2:21][CH2:20]3)=[O:17])[CH:14]=2)[CH2:9][CH2:8]1)=[O:5].Cl[C:31]1[CH:36]=[CH:35][N:34]=[C:33](CN)[N:32]=1.C[CH2:40][N:41](C(C)C)C(C)C. Given the product [Cl:1][C:2]1[CH:29]=[CH:28][CH:27]=[CH:26][C:3]=1[C:4]([NH:6][C@H:7]1[C:15]2[C:10](=[CH:11][CH:12]=[C:13]([C:16]([N:18]([CH3:25])[CH:19]3[CH2:20][CH2:21][N:22]([C:35]4[CH:36]=[CH:31][N:32]=[C:33]([NH:41][CH3:40])[N:34]=4)[CH2:23][CH2:24]3)=[O:17])[CH:14]=2)[CH2:9][CH2:8]1)=[O:5], predict the reactants needed to synthesize it. (4) Given the product [CH:13]1([NH:19][C:20]2[C:25]([CH:26]=[O:27])=[CH:24][N:23]=[C:22]3[N:32]([CH2:35][CH3:36])[N:33]=[CH:34][C:21]=23)[CH2:14][CH2:15][CH2:16][CH2:17][CH2:18]1, predict the reactants needed to synthesize it. The reactants are: COCCO[AlH2-]OCCOC.[Na+].[CH:13]1([NH:19][C:20]2[C:25]([C:26](N(OC)C)=[O:27])=[CH:24][N:23]=[C:22]3[N:32]([CH2:35][CH3:36])[N:33]=[CH:34][C:21]=23)[CH2:18][CH2:17][CH2:16][CH2:15][CH2:14]1.C(O)(=O)CC(CC(O)=O)(C(O)=O)O.